Task: Predict the reaction yield, written as a fraction of the theoretical maximum amount of product (1.0 means a 100% yield; for example, 0.34 means a 34% yield).. Dataset: Reaction yield outcomes from USPTO patents with 853,638 reactions (1) The reactants are [Cl:1][C:2]1[CH:7]=[CH:6][C:5]([CH3:8])=[CH:4][C:3]=1O.[C:10](=O)([O-])[O-:11].[K+].[K+].IC. The catalyst is CC(C)=O. The product is [Cl:1][C:2]1[CH:7]=[CH:6][C:5]([CH3:8])=[C:4]([O:11][CH3:10])[CH:3]=1. The yield is 1.00. (2) The reactants are Cl[C:2]1[C:23]([F:24])=[CH:22][C:5]([C:6]([NH:8][S:9]([C:12]2[CH:17]=[CH:16][CH:15]=[CH:14][C:13]=2[S:18](=[O:21])(=[O:20])[NH2:19])(=[O:11])=[O:10])=[O:7])=[CH:4][N:3]=1.[C:25]([C:27]1[CH:32]=[CH:31][C:30]([C:33]([F:36])([F:35])[F:34])=[CH:29][CH:28]=1)#[CH:26]. No catalyst specified. The product is [F:24][C:23]1[C:2]([C:26]#[C:25][C:27]2[CH:32]=[CH:31][C:30]([C:33]([F:34])([F:35])[F:36])=[CH:29][CH:28]=2)=[N:3][CH:4]=[C:5]([CH:22]=1)[C:6]([NH:8][S:9]([C:12]1[CH:17]=[CH:16][CH:15]=[CH:14][C:13]=1[S:18](=[O:21])(=[O:20])[NH2:19])(=[O:11])=[O:10])=[O:7]. The yield is 0.200. (3) The reactants are [H-].[Na+].[NH:3]1[C:11]2[C:6](=[CH:7][CH:8]=[CH:9][CH:10]=2)[C:5]([C:12]([O:14][CH3:15])=[O:13])=[N:4]1.[CH2:16](Br)[C:17]1[CH:22]=[CH:21][CH:20]=[CH:19][CH:18]=1.O. The catalyst is C1COCC1. The product is [CH2:16]([N:3]1[C:11]2[C:6](=[CH:7][CH:8]=[CH:9][CH:10]=2)[C:5]([C:12]([O:14][CH3:15])=[O:13])=[N:4]1)[C:17]1[CH:22]=[CH:21][CH:20]=[CH:19][CH:18]=1. The yield is 0.770. (4) The reactants are [C:1]([C:3]1[CH:8]=[CH:7][CH:6]=[CH:5][C:4]=1[C:9]1[CH:14]=[CH:13][C:12]([CH2:15][C:16]2[C:17](=[O:42])[N:18]([C@H:28]3[CH2:33][CH2:32][C@H:31]([O:34][CH2:35][C:36](N(OC)C)=[O:37])[CH2:30][CH2:29]3)[C:19]3[N:20]([N:25]=[CH:26][N:27]=3)[C:21]=2[CH2:22][CH2:23][CH3:24])=[CH:11][CH:10]=1)#[N:2].[CH2:43]([Mg]Br)[CH3:44].Cl. The catalyst is O1CCCC1. The product is [O:42]=[C:17]1[C:16]([CH2:15][C:12]2[CH:11]=[CH:10][C:9]([C:4]3[C:3]([C:1]#[N:2])=[CH:8][CH:7]=[CH:6][CH:5]=3)=[CH:14][CH:13]=2)=[C:21]([CH2:22][CH2:23][CH3:24])[N:20]2[N:25]=[CH:26][N:27]=[C:19]2[N:18]1[C@H:28]1[CH2:33][CH2:32][C@H:31]([O:34][CH2:35][C:36](=[O:37])[CH2:43][CH3:44])[CH2:30][CH2:29]1. The yield is 0.670. (5) The reactants are [C:1]([O:5][C:6]([NH:8][C:9]1[CH:18]=[CH:17][C:16]([OH:19])=[C:11]([C:12]([O:14]C)=O)[C:10]=1[C:20]([O:22]C)=O)=[O:7])([CH3:4])([CH3:3])[CH3:2].Cl.[NH2:25][CH:26]1[CH2:31][CH2:30][C:29](=[O:32])[NH:28][C:27]1=[O:33]. The catalyst is N1C=CC=CC=1. The product is [O:33]=[C:27]1[CH:26]([N:25]2[C:20](=[O:22])[C:10]3[C:11](=[C:16]([OH:19])[CH:17]=[CH:18][C:9]=3[NH:8][C:6](=[O:7])[O:5][C:1]([CH3:2])([CH3:3])[CH3:4])[C:12]2=[O:14])[CH2:31][CH2:30][C:29](=[O:32])[NH:28]1. The yield is 0.730. (6) The reactants are C[O:2][C:3]1[C:4]([CH3:41])=[C:5]([C:32]([O:39]C)=[C:33]([O:37][CH3:38])[C:34]=1[O:35][CH3:36])[CH2:6][C:7]1[CH:25]=[CH:24][C:10]([C:11]([NH:13][C:14]2[CH:19]=[CH:18][C:17]([C:20]([F:23])([F:22])[F:21])=[CH:16][CH:15]=2)=[O:12])=[C:9]([C:26]2[CH:27]=[N:28][CH:29]=[CH:30][CH:31]=2)[CH:8]=1.O=[N+]([O-])[O-].[O-][N+](=O)[O-].[O-][N+](=O)[O-].[O-][N+](=O)[O-].[O-][N+](=O)[O-].[O-][N+](=O)[O-].[Ce+4].[NH4+].[NH4+]. The catalyst is C(#N)C.O. The product is [CH3:36][O:35][C:34]1[C:3](=[O:2])[C:4]([CH3:41])=[C:5]([CH2:6][C:7]2[CH:25]=[CH:24][C:10]([C:11]([NH:13][C:14]3[CH:15]=[CH:16][C:17]([C:20]([F:22])([F:23])[F:21])=[CH:18][CH:19]=3)=[O:12])=[C:9]([C:26]3[CH:27]=[N:28][CH:29]=[CH:30][CH:31]=3)[CH:8]=2)[C:32](=[O:39])[C:33]=1[O:37][CH3:38]. The yield is 0.190. (7) The reactants are [CH3:1][O:2][C:3]1[CH:4]=[C:5]2[C:10](=[CH:11][C:12]=1[O:13][CH3:14])[N:9]=[CH:8][N:7]=[C:6]2[O:15][C:16]1[CH:26]=[CH:25][C:19]([O:20][CH2:21][C:22]([OH:24])=O)=[CH:18][CH:17]=1.CCN=C=NCCCN(C)C.Cl.C1C=CC2N(O)N=NC=2C=1.[N:49]1([CH:55]2[CH2:60][CH2:59][NH:58][CH2:57][CH2:56]2)[CH2:54][CH2:53][CH2:52][CH2:51][CH2:50]1.C(=O)([O-])O.[Na+]. The catalyst is C(Cl)(Cl)Cl.O. The product is [CH3:1][O:2][C:3]1[CH:4]=[C:5]2[C:10](=[CH:11][C:12]=1[O:13][CH3:14])[N:9]=[CH:8][N:7]=[C:6]2[O:15][C:16]1[CH:26]=[CH:25][C:19]([O:20][CH2:21][C:22]([N:58]2[CH2:59][CH2:60][CH:55]([N:49]3[CH2:54][CH2:53][CH2:52][CH2:51][CH2:50]3)[CH2:56][CH2:57]2)=[O:24])=[CH:18][CH:17]=1. The yield is 0.240. (8) The reactants are [CH:1]([O:4][C:5]1[CH:13]=[C:12]([C:14]([F:17])([F:16])[F:15])[CH:11]=[CH:10][C:6]=1[C:7]([OH:9])=O)([CH3:3])[CH3:2].Cl.[CH3:19][NH:20][O:21][CH3:22].CN1CCOCC1.Cl.CN(C)CCCN=C=NCC. The catalyst is C(Cl)Cl.CCOC(C)=O. The product is [CH:1]([O:4][C:5]1[CH:13]=[C:12]([C:14]([F:17])([F:16])[F:15])[CH:11]=[CH:10][C:6]=1[C:7]([N:20]([O:21][CH3:22])[CH3:19])=[O:9])([CH3:2])[CH3:3]. The yield is 0.800. (9) The reactants are [CH:1]([NH:4][C:5](=[O:15])[CH2:6][N:7]1[CH:11]=[C:10]([N+:12]([O-])=O)[CH:9]=[N:8]1)([CH3:3])[CH3:2]. The catalyst is C1COCC1.[Pd]. The product is [NH2:12][C:10]1[CH:9]=[N:8][N:7]([CH2:6][C:5]([NH:4][CH:1]([CH3:3])[CH3:2])=[O:15])[CH:11]=1. The yield is 1.00.